Dataset: Reaction yield outcomes from USPTO patents with 853,638 reactions. Task: Predict the reaction yield, written as a fraction of the theoretical maximum amount of product (1.0 means a 100% yield; for example, 0.34 means a 34% yield). (1) The reactants are [Cl:1][C:2]1[N:7]=[C:6]([NH:8][NH:9][C:10](=[O:29])[C@H:11]([CH2:23][CH:24]2[CH2:28][CH2:27][CH2:26][CH2:25]2)[CH2:12][N:13]([O:16]C2CCCCO2)[CH:14]=[O:15])[C:5]([F:30])=[C:4]([N:31]2[CH2:35][CH:34]([N:36]([CH3:38])[CH3:37])[C:33]([CH3:40])([CH3:39])[CH2:32]2)[N:3]=1. The catalyst is CC(O)=O.O. The product is [Cl:1][C:2]1[N:7]=[C:6]([NH:8][NH:9][C:10](=[O:29])[C@H:11]([CH2:23][CH:24]2[CH2:25][CH2:26][CH2:27][CH2:28]2)[CH2:12][N:13]([OH:16])[CH:14]=[O:15])[C:5]([F:30])=[C:4]([N:31]2[CH2:35][CH:34]([N:36]([CH3:38])[CH3:37])[C:33]([CH3:40])([CH3:39])[CH2:32]2)[N:3]=1. The yield is 0.510. (2) The reactants are C([O:8][C:9]1[CH:18]=[C:17]2[C:12]([C:13]([O:19][C:20]3[CH:25]=[CH:24][C:23]([O:26][CH3:27])=[CH:22][C:21]=3[C:28](=[O:30])[CH3:29])=[CH:14][CH:15]=[N:16]2)=[CH:11][C:10]=1[O:31][CH3:32])C1C=CC=CC=1.CS(O)(=O)=O. The catalyst is FC(F)(F)C(O)=O. The product is [OH:8][C:9]1[CH:18]=[C:17]2[C:12]([C:13]([O:19][C:20]3[CH:25]=[CH:24][C:23]([O:26][CH3:27])=[CH:22][C:21]=3[C:28](=[O:30])[CH3:29])=[CH:14][CH:15]=[N:16]2)=[CH:11][C:10]=1[O:31][CH3:32]. The yield is 0.620. (3) The reactants are Cl[C:2]1[C:11]2[C:6](=[CH:7][C:8]([O:14][CH2:15][CH2:16][O:17][CH3:18])=[C:9]([O:12][CH3:13])[CH:10]=2)[N:5]=[CH:4][CH:3]=1.[Cl:19][C:20]1[C:26]([O:27][CH3:28])=[CH:25][C:23]([NH2:24])=[C:22]([O:29][CH3:30])[CH:21]=1. The catalyst is COC(O)C. The product is [Cl:19][C:20]1[C:26]([O:27][CH3:28])=[CH:25][C:23]([NH:24][C:2]2[C:11]3[C:6](=[CH:7][C:8]([O:14][CH2:15][CH2:16][O:17][CH3:18])=[C:9]([O:12][CH3:13])[CH:10]=3)[N:5]=[CH:4][CH:3]=2)=[C:22]([O:29][CH3:30])[CH:21]=1. The yield is 0.660. (4) The reactants are [NH2:1][CH2:2][CH:3]1[CH2:8][CH2:7][NH:6][CH2:5][CH2:4]1.[C:9](O[C:9]([O:11][C:12]([CH3:15])([CH3:14])[CH3:13])=[O:10])([O:11][C:12]([CH3:15])([CH3:14])[CH3:13])=[O:10]. The catalyst is C(Cl)(Cl)Cl. The product is [NH2:1][CH2:2][CH:3]1[CH2:8][CH2:7][N:6]([C:9]([O:11][C:12]([CH3:15])([CH3:14])[CH3:13])=[O:10])[CH2:5][CH2:4]1. The yield is 0.880.